This data is from Full USPTO retrosynthesis dataset with 1.9M reactions from patents (1976-2016). The task is: Predict the reactants needed to synthesize the given product. (1) Given the product [F:1][C:2]1[N:7]=[C:6]([NH:8][S:9]([C:12]2[C:30]([CH3:31])=[CH:29][C:15]3[N:16]([C@@H:20]([C:22]4[CH:27]=[CH:26][CH:25]=[CH:24][C:23]=4[C:40]4[CH2:45][CH2:44][N:43]([C:46]([O:48][C:49]([CH3:52])([CH3:51])[CH3:50])=[O:47])[CH2:42][CH:41]=4)[CH3:21])[C:17](=[O:19])[O:18][C:14]=3[CH:13]=2)(=[O:11])=[O:10])[CH:5]=[CH:4][CH:3]=1, predict the reactants needed to synthesize it. The reactants are: [F:1][C:2]1[N:7]=[C:6]([NH:8][S:9]([C:12]2[C:30]([CH3:31])=[CH:29][C:15]3[N:16]([C@@H:20]([C:22]4[CH:27]=[CH:26][CH:25]=[CH:24][C:23]=4I)[CH3:21])[C:17](=[O:19])[O:18][C:14]=3[CH:13]=2)(=[O:11])=[O:10])[CH:5]=[CH:4][CH:3]=1.CC1(C)C(C)(C)OB([C:40]2[CH2:45][CH2:44][N:43]([C:46]([O:48][C:49]([CH3:52])([CH3:51])[CH3:50])=[O:47])[CH2:42][CH:41]=2)O1.C(=O)([O-])[O-].[Cs+].[Cs+]. (2) Given the product [CH3:13][CH2:12][CH2:11][CH2:10][N+:5]([CH2:14][CH2:15][CH2:16][CH3:17])([CH2:4][CH2:3][CH2:2][CH3:1])[CH2:6][CH2:7][CH2:8][CH3:9].[F-:18].[CH3:19][S:20]([CH3:22])=[O:21], predict the reactants needed to synthesize it. The reactants are: [CH3:1][CH2:2][CH2:3][CH2:4][N+:5]([CH2:14][CH2:15][CH2:16][CH3:17])([CH2:10][CH2:11][CH2:12][CH3:13])[CH2:6][CH2:7][CH2:8][CH3:9].[F-:18].[CH3:19][S:20]([CH3:22])=[O:21]. (3) The reactants are: [F:1][C:2]([F:17])([F:16])[C:3]1[CH:4]=[CH:5][C:6]([C:9]2[CH:14]=[CH:13][NH:12][C:11](=[O:15])[CH:10]=2)=[N:7][CH:8]=1.Br[C:19]1[CH:24]=[CH:23][C:22]2[C:25]3[CH2:26][N:27]([C:33]([O:35][C:36]([CH3:39])([CH3:38])[CH3:37])=[O:34])[CH2:28][CH2:29][CH2:30][C:31]=3[O:32][C:21]=2[CH:20]=1.C([O-])([O-])=O.[Cs+].[Cs+].CN[C@@H]1CCCC[C@H]1NC. Given the product [O:15]=[C:11]1[CH:10]=[C:9]([C:6]2[CH:5]=[CH:4][C:3]([C:2]([F:1])([F:16])[F:17])=[CH:8][N:7]=2)[CH:14]=[CH:13][N:12]1[C:19]1[CH:24]=[CH:23][C:22]2[C:25]3[CH2:26][N:27]([C:33]([O:35][C:36]([CH3:39])([CH3:38])[CH3:37])=[O:34])[CH2:28][CH2:29][CH2:30][C:31]=3[O:32][C:21]=2[CH:20]=1, predict the reactants needed to synthesize it. (4) Given the product [CH2:11]=[C:12]1[N:13]=[C:14]([C:26]2[CH:27]=[CH:28][CH:29]=[CH:30][CH:31]=2)[O:15][C:16](=[O:25])/[C:17]/1=[CH:18]/[C:19](/[C:20]([C:10]1[N:9]2[C:4]([CH:5]=[CH:6][CH:7]=[CH:8]2)=[CH:3][C:2]=1[CH3:1])=[O:21])=[CH:23]\[CH3:24], predict the reactants needed to synthesize it. The reactants are: [CH3:1][C:2]1[CH:3]=[C:4]2[N:9]([CH:10]=1)[CH:8]=[CH:7][CH:6]=[CH:5]2.[CH2:11]=[C:12]1[N:13]=[C:14]([C:26]2[CH:31]=[CH:30][CH:29]=[CH:28][CH:27]=2)[O:15][C:16](=[O:25])/[C:17]/1=[CH:18]/[C:19](=[CH:23]\[CH3:24])/[C:20](Cl)=[O:21]. (5) The reactants are: [F:1][C:2]([F:18])([C:9]([F:17])([F:16])[C:10]([F:15])([F:14])[CH:11]([F:13])[F:12])[CH2:3][CH:4]([C:7]#[N:8])[C:5]#[N:6].FC(F)(F)S(O[CH2:25][C:26]([F:32])([F:31])[C:27]([F:30])([F:29])[F:28])(=O)=O.C(=O)([O-])[O-].[K+].[K+].Cl. Given the product [F:1][C:2]([F:18])([C:9]([F:16])([F:17])[C:10]([F:14])([F:15])[CH:11]([F:13])[F:12])[CH2:3][C:4]([CH2:25][C:26]([F:32])([F:31])[C:27]([F:30])([F:29])[F:28])([C:7]#[N:8])[C:5]#[N:6], predict the reactants needed to synthesize it. (6) Given the product [CH2:34]([O:33][C:31]([C:30]1[CH:36]=[CH:37][C:27]([C:6]2[C:7]3[O:12][CH2:11][CH2:10][O:9][C:8]=3[C:3]([O:2][CH3:1])=[CH:4][CH:5]=2)=[CH:28][CH:29]=1)=[O:32])[CH3:35], predict the reactants needed to synthesize it. The reactants are: [CH3:1][O:2][C:3]1[C:8]2[O:9][CH2:10][CH2:11][O:12][C:7]=2[C:6]([Sn](CCCC)(CCCC)CCCC)=[CH:5][CH:4]=1.I[C:27]1[CH:37]=[CH:36][C:30]([C:31]([O:33][CH2:34][CH3:35])=[O:32])=[CH:29][CH:28]=1.C(=O)([O-])[O-].[Na+].[Na+].[F-].[NH4+]. (7) Given the product [N:1]1[CH:6]=[CH:5][CH:4]=[CH:3][C:2]=1[CH2:7][CH2:8][C:9]1[CH:14]=[CH:13][C:12]([C:15]2([C:18]([N:20]3[CH2:24][CH2:23][C@@:22]4([C:32]5[CH:31]=[CH:30][N:29]=[CH:28][C:27]=5[C:26](=[O:33])[O:25]4)[CH2:21]3)=[O:19])[CH2:17][CH2:16]2)=[CH:11][CH:10]=1, predict the reactants needed to synthesize it. The reactants are: [N:1]1[CH:6]=[CH:5][CH:4]=[CH:3][C:2]=1/[CH:7]=[CH:8]/[C:9]1[CH:14]=[CH:13][C:12]([C:15]2([C:18]([N:20]3[CH2:24][CH2:23][C@@:22]4([C:32]5[CH:31]=[CH:30][N:29]=[CH:28][C:27]=5[C:26](=[O:33])[O:25]4)[CH2:21]3)=[O:19])[CH2:17][CH2:16]2)=[CH:11][CH:10]=1.